This data is from Forward reaction prediction with 1.9M reactions from USPTO patents (1976-2016). The task is: Predict the product of the given reaction. (1) Given the reactants [CH:1]1([Mg]Br)[CH2:3][CH2:2]1.[Cl:6][C:7]1[CH:12]=[C:11]([Cl:13])[CH:10]=[CH:9][C:8]=1[S:14]([NH:17][C:18]1[CH:23]=[C:22]([CH:24]=[O:25])[C:21]([S:26][C:27]2[CH:32]=[CH:31][C:30]([S:33]([N:36]3[CH2:41][CH2:40][CH2:39][CH2:38][CH2:37]3)(=[O:35])=[O:34])=[CH:29][CH:28]=2)=[CH:20][N:19]=1)(=[O:16])=[O:15], predict the reaction product. The product is: [Cl:6][C:7]1[CH:12]=[C:11]([Cl:13])[CH:10]=[CH:9][C:8]=1[S:14]([NH:17][C:18]1[CH:23]=[C:22]([CH:24]([CH:1]2[CH2:3][CH2:2]2)[OH:25])[C:21]([S:26][C:27]2[CH:28]=[CH:29][C:30]([S:33]([N:36]3[CH2:41][CH2:40][CH2:39][CH2:38][CH2:37]3)(=[O:35])=[O:34])=[CH:31][CH:32]=2)=[CH:20][N:19]=1)(=[O:16])=[O:15]. (2) Given the reactants [CH2:1]([O:8][C:9]([NH:11][C@H:12]([C:18]([OH:20])=O)[CH2:13][CH2:14][C:15]([OH:17])=[O:16])=[O:10])[C:2]1[CH:7]=[CH:6][CH:5]=[CH:4][CH:3]=1.O[C:22]1[C:30]2N=NN[C:26]=2C=CC=1.Cl.[CH3:32]N(C)CCCN=C=NCC.[NH2:43][CH2:44][CH2:45][CH:46]([O:50][CH2:51][CH3:52])[O:47][CH2:48][CH3:49].C(N(CC)C(C)C)(C)C, predict the reaction product. The product is: [CH2:1]([O:8][C:9]([NH:11][C@H:12]([C:18]([NH:43][CH2:44][CH2:45][CH:46]([O:50][CH2:51][CH3:52])[O:47][CH2:48][CH3:49])=[O:20])[CH2:13][CH2:14][C:15]([O:17][C:30]([CH3:26])([CH3:22])[CH3:32])=[O:16])=[O:10])[C:2]1[CH:3]=[CH:4][CH:5]=[CH:6][CH:7]=1. (3) Given the reactants [C:1]([O:5][C:6]([N:8]1[CH2:12][CH2:11][CH2:10][CH:9]1[C:13](=[O:22])[NH:14][C:15]1[CH:20]=[CH:19][C:18](Br)=[CH:17][CH:16]=1)=[O:7])([CH3:4])([CH3:3])[CH3:2].[CH3:23][S:24][C:25]1[CH:30]=[CH:29][CH:28]=[CH:27][C:26]=1B(O)O.C([O-])([O-])=O.[Na+].[Na+], predict the reaction product. The product is: [C:1]([O:5][C:6]([N:8]1[CH2:12][CH2:11][CH2:10][CH:9]1[C:13](=[O:22])[NH:14][C:15]1[CH:20]=[CH:19][C:18]([C:26]2[CH:27]=[CH:28][CH:29]=[CH:30][C:25]=2[S:24][CH3:23])=[CH:17][CH:16]=1)=[O:7])([CH3:4])([CH3:3])[CH3:2]. (4) Given the reactants N[C:2]1[NH:3][C:4](=[O:19])[C:5]2[N:6]([CH2:11][C:12]3[CH:17]=[CH:16][C:15]([Cl:18])=[CH:14][CH:13]=3)[CH:7]=[N:8][C:9]=2[N:10]=1.N([O-])=[O:21].[Na+], predict the reaction product. The product is: [Cl:18][C:15]1[CH:16]=[CH:17][C:12]([CH2:11][N:6]2[C:5]3[C:4](=[O:19])[NH:3][C:2](=[O:21])[NH:10][C:9]=3[N:8]=[CH:7]2)=[CH:13][CH:14]=1. (5) Given the reactants [Cl:1][C:2]1[S:6][C:5]([C:7]([NH:9][CH2:10][C:11]2[N:12]=[CH:13][N:14]([C:16]3[CH:21]=[CH:20][C:19]([N:22]4[CH:27]=[CH:26][CH:25]=[CH:24][C:23]4=[O:28])=[CH:18][C:17]=3F)[CH:15]=2)=[O:8])=[CH:4][CH:3]=1.[NH:30]1[CH2:35][CH2:34][S:33][CH2:32][CH2:31]1, predict the reaction product. The product is: [Cl:1][C:2]1[S:6][C:5]([C:7]([NH:9][CH2:10][C:11]2[N:12]=[CH:13][N:14]([C:16]3[CH:21]=[CH:20][C:19]([N:22]4[CH:27]=[CH:26][CH:25]=[CH:24][C:23]4=[O:28])=[CH:18][C:17]=3[N:30]3[CH2:35][CH2:34][S:33][CH2:32][CH2:31]3)[CH:15]=2)=[O:8])=[CH:4][CH:3]=1.